The task is: Predict the reaction yield, written as a fraction of the theoretical maximum amount of product (1.0 means a 100% yield; for example, 0.34 means a 34% yield).. This data is from Reaction yield outcomes from USPTO patents with 853,638 reactions. (1) The reactants are CON(C)[C:4](=[O:20])[C:5]1[CH:10]=[CH:9][C:8]([C:11]2[CH:15]=[C:14]([C:16]([F:19])([F:18])[F:17])[O:13][N:12]=2)=[CH:7][CH:6]=1.[C:22]([Mg]Br)([CH3:25])([CH3:24])[CH3:23]. The catalyst is C1COCC1. The product is [CH3:23][C:22]([CH3:25])([CH3:24])[C:4]([C:5]1[CH:6]=[CH:7][C:8]([C:11]2[CH:15]=[C:14]([C:16]([F:17])([F:18])[F:19])[O:13][N:12]=2)=[CH:9][CH:10]=1)=[O:20]. The yield is 0.0700. (2) The reactants are [NH2:1][C:2]1[C:3](=[O:20])[N:4]([CH2:11][C:12]2[CH:17]=[CH:16][C:15]([O:18][CH3:19])=[CH:14][CH:13]=2)[C:5](=[O:10])[N:6]([CH3:9])[C:7]=1[NH2:8].[F:21][C:22]([F:35])([F:34])[O:23][C:24]1[CH:25]=[C:26]([CH2:30][C:31](O)=[O:32])[CH:27]=[CH:28][CH:29]=1.CCN=C=NCCCN(C)C. The catalyst is C(O)C.O. The product is [NH2:8][C:7]1[N:6]([CH3:9])[C:5](=[O:10])[N:4]([CH2:11][C:12]2[CH:17]=[CH:16][C:15]([O:18][CH3:19])=[CH:14][CH:13]=2)[C:3](=[O:20])[C:2]=1[NH:1][C:31](=[O:32])[CH2:30][C:26]1[CH:27]=[CH:28][CH:29]=[C:24]([O:23][C:22]([F:34])([F:21])[F:35])[CH:25]=1. The yield is 0.801. (3) The reactants are [C:1]([N:5]1[C:9]2[N:10]=[C:11]([NH:14][C:15](=O)[C:16]3[CH:21]=[CH:20][C:19]([CH3:22])=[CH:18][CH:17]=3)[N:12]=[CH:13][C:8]=2[C:7](I)=[CH:6]1)([CH3:4])([CH3:3])[CH3:2].[NH2:25][CH2:26][C:27]1[CH:28]=[N:29][CH:30]=[CH:31][CH:32]=1.CN([CH:36]=[O:37])C. The catalyst is CCOC(C)=O.Cl[Pd](Cl)([P](C1C=CC=CC=1)(C1C=CC=CC=1)C1C=CC=CC=1)[P](C1C=CC=CC=1)(C1C=CC=CC=1)C1C=CC=CC=1. The product is [N:29]1[CH:30]=[CH:31][CH:32]=[C:27]([CH2:26][NH:25][C:36]([C:7]2[C:8]3[CH:13]=[N:12][C:11]([NH:14][CH2:15][C:16]4[CH:21]=[CH:20][C:19]([CH3:22])=[CH:18][CH:17]=4)=[N:10][C:9]=3[N:5]([C:1]([CH3:4])([CH3:3])[CH3:2])[CH:6]=2)=[O:37])[CH:28]=1. The yield is 0.700. (4) The reactants are [NH2:1][C:2]1[CH:6]=[C:5]([C:7]2[CH:8]=[N:9][NH:10][C:11]=2[CH3:12])[S:4][C:3]=1[C:13]([NH2:15])=[O:14].[CH2:16]([N:18]1[CH2:23][CH2:22][C:21](=O)[CH2:20][CH2:19]1)[CH3:17].CC1(C)C2(CS(O)(=O)=O)C(CC1CC2)=O.[O-]S([O-])(=O)=O.[Mg+2].C([O-])(O)=O.[Na+]. The catalyst is CC(N(C)C)=O. The product is [CH2:16]([N:18]1[CH2:23][CH2:22][C:21]2([NH:1][C:2]3[CH:6]=[C:5]([C:7]4[CH:8]=[N:9][NH:10][C:11]=4[CH3:12])[S:4][C:3]=3[C:13](=[O:14])[NH:15]2)[CH2:20][CH2:19]1)[CH3:17]. The yield is 0.640. (5) The reactants are FC1C=CC=CC=1C(Cl)=O.[CH3:11][O:12][C:13]1[CH:21]=[CH:20][C:16]([C:17](Cl)=[O:18])=[CH:15][CH:14]=1.[NH2:22][C:23]1[CH:24]=[C:25]([CH:36]=[CH:37][N:38]=1)[C:26]([NH:28][CH2:29][C:30]1[CH:35]=[CH:34][CH:33]=[CH:32][CH:31]=1)=[O:27]. No catalyst specified. The product is [CH2:29]([NH:28][C:26](=[O:27])[C:25]1[CH:36]=[CH:37][N:38]=[C:23]([NH:22][C:17](=[O:18])[C:16]2[CH:20]=[CH:21][C:13]([O:12][CH3:11])=[CH:14][CH:15]=2)[CH:24]=1)[C:30]1[CH:35]=[CH:34][CH:33]=[CH:32][CH:31]=1. The yield is 0.280. (6) The reactants are C[O:2][C:3](=[O:32])[C@H:4]([NH:6][C:7](=[O:31])[C:8]1[CH:13]=[CH:12][C:11]([S:14](=[O:30])(=[O:29])[NH:15][C:16]2[CH:21]=[CH:20][CH:19]=[CH:18][C:17]=2[O:22][C:23]2[CH:28]=[CH:27][CH:26]=[CH:25][CH:24]=2)=[CH:10][CH:9]=1)[CH3:5].O.CO. The catalyst is O1CCCC1. The product is [O:22]([C:17]1[CH:18]=[CH:19][CH:20]=[CH:21][C:16]=1[NH:15][S:14]([C:11]1[CH:12]=[CH:13][C:8]([C:7]([NH:6][C@H:4]([CH3:5])[C:3]([OH:32])=[O:2])=[O:31])=[CH:9][CH:10]=1)(=[O:30])=[O:29])[C:23]1[CH:28]=[CH:27][CH:26]=[CH:25][CH:24]=1. The yield is 0.815.